From a dataset of Reaction yield outcomes from USPTO patents with 853,638 reactions. Predict the reaction yield, written as a fraction of the theoretical maximum amount of product (1.0 means a 100% yield; for example, 0.34 means a 34% yield). (1) The reactants are C([O:5][C:6]([CH:8]1[CH2:12][CH2:11][CH2:10][N:9]1[C:13](=[O:30])[CH:14]([NH:19][C:20](=[O:29])[C:21]1[CH:26]=[CH:25][C:24]([NH2:27])=[C:23]([Cl:28])[CH:22]=1)[C:15]([CH3:18])([CH3:17])[CH3:16])=[O:7])(C)(C)C.C(O)(C(F)(F)F)=O.C([O-])(O)=O.[Na+]. The catalyst is C(Cl)Cl. The product is [NH2:27][C:24]1[CH:25]=[CH:26][C:21]([C:20]([NH:19][CH:14]([C:15]([CH3:16])([CH3:17])[CH3:18])[C:13]([N:9]2[CH2:10][CH2:11][CH2:12][CH:8]2[C:6]([OH:7])=[O:5])=[O:30])=[O:29])=[CH:22][C:23]=1[Cl:28]. The yield is 1.00. (2) The reactants are [NH2:1][CH2:2][CH2:3][C:4]1[N:5]([CH:27]([C:34]2[CH:39]=[CH:38][CH:37]=[CH:36][CH:35]=2)[C:28]2[CH:33]=[CH:32][CH:31]=[CH:30][CH:29]=2)[C:6]2[C:11]([C:12]=1[CH2:13][CH2:14][CH2:15][C:16]1[CH:25]=[CH:24][C:19]([C:20]([O:22][CH3:23])=[O:21])=[CH:18][CH:17]=1)=[CH:10][C:9]([Cl:26])=[CH:8][CH:7]=2.[CH2:40]([O:47][C:48]1[CH:53]=[CH:52][CH:51]=[CH:50][C:49]=1[CH2:54][S:55](Cl)(=[O:57])=[O:56])[C:41]1[CH:46]=[CH:45][CH:44]=[CH:43][CH:42]=1. No catalyst specified. The product is [CH2:40]([O:47][C:48]1[CH:53]=[CH:52][CH:51]=[CH:50][C:49]=1[CH2:54][S:55]([NH:1][CH2:2][CH2:3][C:4]1[N:5]([CH:27]([C:28]2[CH:33]=[CH:32][CH:31]=[CH:30][CH:29]=2)[C:34]2[CH:35]=[CH:36][CH:37]=[CH:38][CH:39]=2)[C:6]2[C:11]([C:12]=1[CH2:13][CH2:14][CH2:15][C:16]1[CH:25]=[CH:24][C:19]([C:20]([O:22][CH3:23])=[O:21])=[CH:18][CH:17]=1)=[CH:10][C:9]([Cl:26])=[CH:8][CH:7]=2)(=[O:56])=[O:57])[C:41]1[CH:42]=[CH:43][CH:44]=[CH:45][CH:46]=1. The yield is 0.590.